Task: Regression/Classification. Given a drug SMILES string, predict its absorption, distribution, metabolism, or excretion properties. Task type varies by dataset: regression for continuous measurements (e.g., permeability, clearance, half-life) or binary classification for categorical outcomes (e.g., BBB penetration, CYP inhibition). Dataset: cyp2d6_veith.. Dataset: CYP2D6 inhibition data for predicting drug metabolism from PubChem BioAssay (1) The result is 0 (non-inhibitor). The compound is CC(C)c1ccc(C2C(C#N)=C(N)N3C(=C2C#N)Sc2ccccc23)cc1. (2) The compound is CCN(CC)S(=O)(=O)c1cc(C(=O)OC)ccc1Cl. The result is 0 (non-inhibitor). (3) The compound is Cc1ccc(C(=O)N2CCN(C3c4cccc5cccc(c45)C3NS(=O)(=O)c3ccccc3)CC2)cc1. The result is 1 (inhibitor). (4) The compound is CN1CCc2cc(O)c(O)cc2[C@H](c2ccccc2)C1. The result is 0 (non-inhibitor). (5) The compound is Cc1ccc(-n2ccnc2SCC(=O)N(CC(C)C)C2CCS(=O)(=O)C2)c(C)c1. The result is 0 (non-inhibitor). (6) The compound is COc1cc(OC)c(C2C(C(=O)O)c3ccccc3C(=O)N2C)cc1OC. The result is 0 (non-inhibitor). (7) The drug is CN(C)CCCNC(=O)CCc1nc2ccccc2c(=O)[nH]1. The result is 0 (non-inhibitor). (8) The compound is COc1ccc2[nH]cc(CCNc3ncncc3-c3ccc(C(=O)N(C)C)cc3)c2c1. The result is 1 (inhibitor). (9) The molecule is CCCCC/C(=N\O)c1c[nH]c2ccccc12. The result is 1 (inhibitor). (10) The molecule is C[C@@]12CC[C@@H]3c4ccc(O)cc4CC[C@H]3[C@H]1C[C@@H](O)[C@H]2O. The result is 0 (non-inhibitor).